Dataset: Forward reaction prediction with 1.9M reactions from USPTO patents (1976-2016). Task: Predict the product of the given reaction. Given the reactants [C:1]([C:5]1[CH:10]=[C:9]([C:11]2[S:15][C:14]([NH:16]C(=O)C)=[N:13][C:12]=2[CH3:20])[CH:8]=[CH:7][N:6]=1)([CH3:4])([CH3:3])[CH3:2].Cl, predict the reaction product. The product is: [C:1]([C:5]1[CH:10]=[C:9]([C:11]2[S:15][C:14]([NH2:16])=[N:13][C:12]=2[CH3:20])[CH:8]=[CH:7][N:6]=1)([CH3:4])([CH3:3])[CH3:2].